From a dataset of Catalyst prediction with 721,799 reactions and 888 catalyst types from USPTO. Predict which catalyst facilitates the given reaction. Reactant: Br[C:2]1[CH:3]=[C:4]2[C:9](=[CH:10][CH:11]=1)[C:8](=[O:12])[NH:7][CH2:6][CH2:5]2.C([O-])(=O)C.[K+].[B:18]1([B:18]2[O:22][C:21]([CH3:24])([CH3:23])[C:20]([CH3:26])([CH3:25])[O:19]2)[O:22][C:21]([CH3:24])([CH3:23])[C:20]([CH3:26])([CH3:25])[O:19]1. Product: [CH3:25][C:20]1([CH3:26])[C:21]([CH3:24])([CH3:23])[O:22][B:18]([C:2]2[CH:3]=[C:4]3[C:9](=[CH:10][CH:11]=2)[C:8](=[O:12])[NH:7][CH2:6][CH2:5]3)[O:19]1. The catalyst class is: 75.